This data is from Forward reaction prediction with 1.9M reactions from USPTO patents (1976-2016). The task is: Predict the product of the given reaction. (1) Given the reactants [C:1]([O-:4])(=O)[CH3:2].[Na+].C=O.O.[CH3:9][C:10]1[CH:11]=[CH:12][C:13]2[N:14](C=[C:17]([C:19]3[CH:24]=[CH:23][CH:22]=[C:21]([N+:25]([O-:27])=[O:26])[CH:20]=3)[N:18]=2)[CH:15]=1, predict the reaction product. The product is: [CH3:9][C:10]1[CH:11]=[CH:12][C:13]2[N:14]([C:2]([CH2:1][OH:4])=[C:17]([C:19]3[CH:24]=[CH:23][CH:22]=[C:21]([N+:25]([O-:27])=[O:26])[CH:20]=3)[N:18]=2)[CH:15]=1. (2) Given the reactants Br[C:2]1[C:3]2[C:8]([C:9]([C:16]3[CH:21]=[CH:20][C:19]([CH:22]=[CH:23][C:24]4[CH:29]=[CH:28][CH:27]=[CH:26][CH:25]=4)=[CH:18][CH:17]=3)=[C:10]3[C:15]=1[CH:14]=[CH:13][CH:12]=[CH:11]3)=[CH:7][CH:6]=[CH:5][CH:4]=2.[C:30]1([C:36]([C:47]2[CH:52]=[CH:51][CH:50]=[CH:49][CH:48]=2)=[CH:37][C:38]2[CH:43]=[CH:42][C:41](B(O)O)=[CH:40][CH:39]=2)[CH:35]=[CH:34][CH:33]=[CH:32][CH:31]=1.C(=O)([O-])[O-].[Na+].[Na+], predict the reaction product. The product is: [C:30]1([C:36]([C:47]2[CH:52]=[CH:51][CH:50]=[CH:49][CH:48]=2)=[CH:37][C:38]2[CH:43]=[CH:42][C:41]([C:2]3[C:3]4[C:8]([C:9]([C:16]5[CH:21]=[CH:20][C:19]([CH:22]=[CH:23][C:24]6[CH:29]=[CH:28][CH:27]=[CH:26][CH:25]=6)=[CH:18][CH:17]=5)=[C:10]5[C:15]=3[CH:14]=[CH:13][CH:12]=[CH:11]5)=[CH:7][CH:6]=[CH:5][CH:4]=4)=[CH:40][CH:39]=2)[CH:35]=[CH:34][CH:33]=[CH:32][CH:31]=1. (3) The product is: [CH:36]([C:37]1[CH:2]=[N:7][C:8]2[C:13]([CH:38]=1)=[CH:12][CH:11]=[C:10]([NH:14][C:15](=[O:29])[C:16]1[CH:21]=[CH:20][C:19]([O:22][CH2:23][CH2:24][C:25]([F:26])([F:27])[F:28])=[CH:18][CH:17]=1)[C:9]=2[CH3:30])=[O:40]. Given the reactants N1CCOC[CH2:2]1.[NH2:7][C:8]1[C:9]([CH3:30])=[C:10]([NH:14][C:15](=[O:29])[C:16]2[CH:21]=[CH:20][C:19]([O:22][CH2:23][CH2:24][C:25]([F:28])([F:27])[F:26])=[CH:18][CH:17]=2)[CH:11]=[CH:12][CH:13]=1.C(O)(=O)C.O.[CH2:36]([OH:40])[CH2:37][CH2:38]C, predict the reaction product. (4) Given the reactants [C:1]([CH:3]([CH2:7][C:8]1[CH:13]=[CH:12][C:11]([O:14][CH3:15])=[CH:10][C:9]=1[CH3:16])C(O)=O)#[N:2].O, predict the reaction product. The product is: [CH3:15][O:14][C:11]1[CH:12]=[CH:13][C:8]([CH2:7][CH2:3][C:1]#[N:2])=[C:9]([CH3:16])[CH:10]=1. (5) Given the reactants [O:1]1[CH2:5][CH2:4][CH2:3][C@@H:2]1[C:6]([OH:8])=O.C(C1NC=CN=1)(C1NC=CN=1)=O.[CH3:21][NH:22][CH2:23][C:24]1[N:28]=[C:27]([NH2:29])[S:26][N:25]=1, predict the reaction product. The product is: [NH2:29][C:27]1[S:26][N:25]=[C:24]([CH2:23][N:22]([CH3:21])[C:6]([C@H:2]2[CH2:3][CH2:4][CH2:5][O:1]2)=[O:8])[N:28]=1.